Dataset: Experimentally validated miRNA-target interactions with 360,000+ pairs, plus equal number of negative samples. Task: Binary Classification. Given a miRNA mature sequence and a target amino acid sequence, predict their likelihood of interaction. (1) The miRNA is hsa-miR-122-5p with sequence UGGAGUGUGACAAUGGUGUUUG. The protein sequence of the target gene is MIHSLFLINSSGDIFLEKHWKSVVSRSVCDYFFEAQERATEAENVPPVIPTPHHYLLSVYRHKIFFVAVIQTEVPPLFVIEFLHRVVDTFQDYFGVCSEPVIKDNVVVVYEVLEEMLDNGFPLATESNILKELIKPPTILRTVVNTITGSTNVGDQLPTGQLSVVPWRRTGVKYTNNEAYFDVIEEIDAIIDKSGSTITAEIQGVIDACVKLTGMPDLTLSFMNPRLLDDVSFHPCVRFKRWESERILSFIPPDGNFRLLSYHVSAQNLVAIPVYVKHNISFRDSSSLGRFEITVGPKQT.... Result: 1 (interaction). (2) The protein sequence of the target gene is MEALLLGAGLLLGAYVLVYYNLVKAPPCGGMGNLRGRTAVVTGANSGIGKMTALELARRGARVVLACRSQERGEAAAFDLRQESGNNEVIFMALDLASLASVRAFATAFLSSEPRLDILIHNAGISSCGRTREAFNLLLRVNHIGPFLLTHLLLPCLKACAPSRVVVVASAAHCRGRLDFKRLDRPVVGWRQELRAYADTKLANVLFARELANQLEATGVTCYAAHPGPVNSELFLRHVPGWLRPLLRPLAWLVLRAPRGGAQTPLYCALQEGIEPLSGRYFANCHVEEVPPAARDDRAA.... Result: 0 (no interaction). The miRNA is hsa-miR-4458 with sequence AGAGGUAGGUGUGGAAGAA. (3) The miRNA is mmu-miR-1929-5p with sequence UUCUAGGACUUUAUAGAGCAGAG. The protein sequence of the target gene is MAVRGEAAQDLAKPGLGGASPARVARGNHRHRGESSPSPRGSGCCWRALALQPLRRSPQLSSALCAGSLSVLLALLVRLVGGEVGGELEKSQEAAAEEEEEEGARGGVFPGPRGGAPGGGAQLSPWLQPAALLFSLLCAFFWMGLCLLRAGVRLPLAVALLAACCAGEALVQLSLGVGDGRLLSLPAAGVLLSCLGGATWLVLRLRLGVLMVAWTSVLRTVALVSLERFKVAWRPYLAYLAAVLGLLLARYAEQILPQCSGPAPPRERFGSQLSARTKEEIPGWKRRRRSSSVVAGEMSG.... Result: 0 (no interaction).